From a dataset of Full USPTO retrosynthesis dataset with 1.9M reactions from patents (1976-2016). Predict the reactants needed to synthesize the given product. The reactants are: [CH3:1][O:2][C:3](=[O:20])[CH2:4][C:5]1[CH:10]=[CH:9][C:8]([NH:11][C:12]2[C:17]([NH2:18])=[CH:16][CH:15]=[CH:14][N:13]=2)=[CH:7][C:6]=1[CH3:19].[CH:21](OCC)(OCC)OCC. Given the product [CH3:1][O:2][C:3](=[O:20])[CH2:4][C:5]1[CH:10]=[CH:9][C:8]([N:11]2[C:12]3=[N:13][CH:14]=[CH:15][CH:16]=[C:17]3[N:18]=[CH:21]2)=[CH:7][C:6]=1[CH3:19], predict the reactants needed to synthesize it.